This data is from Full USPTO retrosynthesis dataset with 1.9M reactions from patents (1976-2016). The task is: Predict the reactants needed to synthesize the given product. Given the product [Cl:1][C:2]1[CH:3]=[C:4]2[C:8](=[CH:9][CH:10]=1)[NH:7][C:6]([CH3:11])=[C:5]2[C:21]1[C:20]2[C:25](=[C:16]([S:13]([CH3:12])(=[O:14])=[O:15])[CH:17]=[CH:18][CH:19]=2)[N:24]=[CH:23][CH:22]=1, predict the reactants needed to synthesize it. The reactants are: [Cl:1][C:2]1[CH:3]=[C:4]2[C:8](=[CH:9][CH:10]=1)[NH:7][C:6]([CH3:11])=[CH:5]2.[CH3:12][S:13]([C:16]1[CH:17]=[CH:18][CH:19]=[C:20]2[C:25]=1[N:24]=[CH:23][CH:22]=[C:21]2Cl)(=[O:15])=[O:14].